This data is from Full USPTO retrosynthesis dataset with 1.9M reactions from patents (1976-2016). The task is: Predict the reactants needed to synthesize the given product. Given the product [Cl:19][C:5]1[C:6]([NH:8][C:9]2[CH:18]=[CH:17][CH:16]=[CH:15][C:10]=2[C:11]([OH:12])=[O:39])=[N:7][C:2]([NH:26][C:25]2[CH:27]=[CH:28][C:29]([N:31]3[CH2:36][CH2:35][O:34][CH2:33][CH2:32]3)=[CH:30][C:24]=2[O:23][CH3:22])=[N:3][CH:4]=1, predict the reactants needed to synthesize it. The reactants are: Cl[C:2]1[N:7]=[C:6]([NH:8][C:9]2[CH:18]=[CH:17][CH:16]=[CH:15][C:10]=2[C:11](NC)=[O:12])[C:5]([Cl:19])=[CH:4][N:3]=1.Cl.Cl.[CH3:22][O:23][C:24]1[CH:30]=[C:29]([N:31]2[CH2:36][CH2:35][O:34][CH2:33][CH2:32]2)[CH:28]=[CH:27][C:25]=1[NH2:26].Cl.C([O-])(O)=[O:39].[Na+].